From a dataset of Reaction yield outcomes from USPTO patents with 853,638 reactions. Predict the reaction yield, written as a fraction of the theoretical maximum amount of product (1.0 means a 100% yield; for example, 0.34 means a 34% yield). (1) The reactants are I[C:2]1[CH:11]=[CH:10][C:5]([C:6]([O:8][CH3:9])=[O:7])=[CH:4][CH:3]=1.[CH3:12][N:13]([CH3:17])[CH2:14][CH2:15][NH2:16].C(=O)([O-])[O-].[Cs+].[Cs+].C(C1CCCCC1=O)(=O)C. The catalyst is CN(C)C=O.[Cu]I. The product is [CH3:12][N:13]([CH3:17])[CH2:14][CH2:15][NH:16][C:2]1[CH:11]=[CH:10][C:5]([C:6]([O:8][CH3:9])=[O:7])=[CH:4][CH:3]=1. The yield is 0.990. (2) The reactants are Cl.[F:2][C:3]1[CH:17]=[CH:16][C:6]2[C:7]([CH:10]3[CH2:15][CH2:14][NH:13][CH2:12][CH2:11]3)=[N:8][O:9][C:5]=2[CH:4]=1.Cl[CH2:19][CH2:20][CH2:21][O:22][C:23]1[CH:28]=[CH:27][C:26]([CH:29]([C:30]([CH:29]([C:26]2[CH:27]=[CH:28][C:23]([O:22][CH2:21][CH2:20][CH2:19]Cl)=[C:24]([O:48][CH3:49])[CH:25]=2)C)=O)[CH3:30])=[CH:25][C:24]=1[O:48][CH3:49].C(=O)([O-])[O-:51].[K+].[K+]. The catalyst is O. The product is [CH3:30][C:29]([C:26]1[CH:27]=[CH:28][C:23]([O:22][CH2:21][CH2:20][CH2:19][N:13]2[CH2:12][CH2:11][CH:10]([C:7]3[C:6]4[CH:16]=[CH:17][C:3]([F:2])=[CH:4][C:5]=4[O:9][N:8]=3)[CH2:15][CH2:14]2)=[C:24]([O:48][CH3:49])[CH:25]=1)=[O:51]. The yield is 0.910. (3) The reactants are [C:1]1([CH:7]([CH2:14][C:15]2[CH:20]=[CH:19][C:18]([O:21][CH2:22][CH2:23][CH2:24][NH:25][C:26]3[CH:31]=[CH:30][CH:29]=[CH:28][N:27]=3)=[CH:17][CH:16]=2)[CH2:8][C:9]([O:11]CC)=[O:10])[CH:6]=[CH:5][CH:4]=[CH:3][CH:2]=1.[Li+].[OH-].C1COCC1. The catalyst is O. The product is [C:1]1([CH:7]([CH2:14][C:15]2[CH:20]=[CH:19][C:18]([O:21][CH2:22][CH2:23][CH2:24][NH:25][C:26]3[CH:31]=[CH:30][CH:29]=[CH:28][N:27]=3)=[CH:17][CH:16]=2)[CH2:8][C:9]([OH:11])=[O:10])[CH:6]=[CH:5][CH:4]=[CH:3][CH:2]=1. The yield is 0.740. (4) The yield is 0.900. The product is [F:1][C:2]1[C:7]([NH:8][C:9]([NH:11][C:12]2[CH:13]=[CH:14][CH:15]=[CH:16][CH:17]=2)=[O:10])=[CH:6][C:5]([C:18]2[C:19](=[O:39])[N:20]([CH:36]([CH3:38])[CH3:37])[C:21]3[C:26]([CH:27]=2)=[CH:25][N:24]=[C:23]([NH:28][C:29](=[O:35])[O:30][C:31]([CH3:33])=[CH2:32])[CH:22]=3)=[C:4]([CH3:40])[CH:3]=1. The catalyst is CO.O.N1C=CC=CC=1. The reactants are [F:1][C:2]1[C:7]([NH:8][C:9]([NH:11][C:12]2[CH:17]=[CH:16][CH:15]=[CH:14][CH:13]=2)=[O:10])=[CH:6][C:5]([C:18]2[C:19](=[O:39])[N:20]([CH:36]([CH3:38])[CH3:37])[C:21]3[C:26]([CH:27]=2)=[CH:25][N:24]=[C:23]([NH:28][C:29](=[O:35])[O:30][C:31](C)([CH3:33])[CH3:32])[CH:22]=3)=[C:4]([CH3:40])[CH:3]=1.Cl.O1CCOCC1.ClC(OC(C)=C)=O. (5) The reactants are [Br:1][C:2]1[CH:7]=[CH:6][C:5]([OH:8])=[C:4]([CH:9]2[CH2:11][CH2:10]2)[CH:3]=1.[OH-].[Na+].Cl[CH:15]([F:17])[F:16]. The catalyst is CC(O)C. The product is [Br:1][C:2]1[CH:7]=[CH:6][C:5]([O:8][CH:15]([F:17])[F:16])=[C:4]([CH:9]2[CH2:11][CH2:10]2)[CH:3]=1. The yield is 0.540.